This data is from Reaction yield outcomes from USPTO patents with 853,638 reactions. The task is: Predict the reaction yield, written as a fraction of the theoretical maximum amount of product (1.0 means a 100% yield; for example, 0.34 means a 34% yield). (1) The reactants are [H-].[Na+].[O:3]=[C:4]1[NH:9][CH2:8][CH2:7][N:6]([C:10]([O:12][C:13]([CH3:16])([CH3:15])[CH3:14])=[O:11])[CH2:5]1.Cl[CH2:18][C:19]1[CH:20]=[CH:21][C:22]([C:25]2[S:33][C:32]3[C:27](=[N:28][CH:29]=[CH:30][C:31]=3[O:34][C:35]3[CH:40]=[CH:39][C:38]([NH:41][C:42]([NH:44][CH:45]4[CH2:47][CH2:46]4)=[O:43])=[CH:37][C:36]=3[F:48])[CH:26]=2)=[N:23][CH:24]=1. The catalyst is CN(C=O)C. The product is [CH:45]1([NH:44][C:42](=[O:43])[NH:41][C:38]2[CH:39]=[CH:40][C:35]([O:34][C:31]3[CH:30]=[CH:29][N:28]=[C:27]4[CH:26]=[C:25]([C:22]5[N:23]=[CH:24][C:19]([CH2:18][N:9]6[CH2:8][CH2:7][N:6]([C:10]([O:12][C:13]([CH3:16])([CH3:15])[CH3:14])=[O:11])[CH2:5][C:4]6=[O:3])=[CH:20][CH:21]=5)[S:33][C:32]=34)=[C:36]([F:48])[CH:37]=2)[CH2:47][CH2:46]1. The yield is 0.0400. (2) The reactants are [CH:1]([CH:3]1[S:7][C:6]([C:8]2[NH:9][C:10]3[C:15]([CH:16]=2)=[CH:14][CH:13]=[CH:12][C:11]=3[N:17]([CH3:26])[S:18]([C:21]2[S:22][CH:23]=[CH:24][CH:25]=2)(=[O:20])=[O:19])=[N:5][CH2:4]1)=O.Cl.[NH:28]1[CH2:33][CH2:32][S:31](=[O:34])[CH2:30][CH2:29]1.C(O[BH-](OC(=O)C)OC(=O)C)(=O)C.[Na+].C(=O)([O-])O.[Na+]. The catalyst is O1CCCC1.C(N(CC)CC)C. The product is [CH3:26][N:17]([C:11]1[CH:12]=[CH:13][CH:14]=[C:15]2[C:10]=1[NH:9][C:8]([C:6]1[S:7][CH:3]([CH2:1][N:28]3[CH2:33][CH2:32][S:31](=[O:34])[CH2:30][CH2:29]3)[CH2:4][N:5]=1)=[CH:16]2)[S:18]([C:21]1[S:22][CH:23]=[CH:24][CH:25]=1)(=[O:19])=[O:20]. The yield is 0.350. (3) The reactants are [NH:1]1[C:9]2[C:4](=[CH:5][CH:6]=[CH:7][CH:8]=2)[CH2:3][CH2:2]1.[C:10]([N:13]1[CH2:19][CH2:18][C:17]2[CH:20]=[C:21]([S:24](Cl)(=[O:26])=[O:25])[CH:22]=[CH:23][C:16]=2[CH2:15][CH2:14]1)(=[O:12])[CH3:11].C(N(CC)C(C)C)(C)C. The catalyst is ClCCl. The product is [N:1]1([S:24]([C:21]2[CH:22]=[CH:23][C:16]3[CH2:15][CH2:14][N:13]([C:10](=[O:12])[CH3:11])[CH2:19][CH2:18][C:17]=3[CH:20]=2)(=[O:25])=[O:26])[C:9]2[C:4](=[CH:5][CH:6]=[CH:7][CH:8]=2)[CH2:3][CH2:2]1. The yield is 0.880. (4) The reactants are [F:1][C:2]1[CH:3]=[CH:4][C:5]([NH:8][NH:9][C:10]([C@@H:12]2[CH2:17][CH2:16][CH2:15][CH2:14][N:13]2[CH3:18])=O)=[N:6][CH:7]=1.C1C=CC(P(C2C=CC=CC=2)C2C=CC=CC=2)=CC=1.CCN(CC)CC.ClC(Cl)(Cl)C(Cl)(Cl)Cl. The catalyst is C1COCC1. The product is [F:1][C:2]1[CH:3]=[CH:4][C:5]2[N:6]([C:10]([C@@H:12]3[CH2:17][CH2:16][CH2:15][CH2:14][N:13]3[CH3:18])=[N:9][N:8]=2)[CH:7]=1. The yield is 0.810. (5) The catalyst is CN(C=O)C. The yield is 0.400. The product is [CH3:13][O:12][C:3]1[CH:4]=[C:5]([CH:8]=[C:9]([O:10][CH3:11])[C:2]=1[O:1][CH2:20][C:21]([CH3:24])([CH3:23])[CH3:22])[CH:6]=[O:7]. The reactants are [OH:1][C:2]1[C:9]([O:10][CH3:11])=[CH:8][C:5]([CH:6]=[O:7])=[CH:4][C:3]=1[O:12][CH3:13].C([O-])([O-])=O.[Cs+].[Cs+].[CH2:20](Br)[C:21]([CH3:24])([CH3:23])[CH3:22].O. (6) The reactants are Br[C:2]1[CH:6]=[CH:5][S:4][C:3]=1[CH2:7][N:8]1[C:13]2[N:14]=[C:15]([S:18][CH3:19])[N:16]=[CH:17][C:12]=2[CH:11]=[CH:10][C:9]1=[O:20].[CH:21]1(B(O)O)[CH2:23][CH2:22]1.[O-]P([O-])([O-])=O.[K+].[K+].[K+].C1(C)C=CC=CC=1. The catalyst is O. The product is [CH:21]1([C:2]2[CH:6]=[CH:5][S:4][C:3]=2[CH2:7][N:8]2[C:13]3[N:14]=[C:15]([S:18][CH3:19])[N:16]=[CH:17][C:12]=3[CH:11]=[CH:10][C:9]2=[O:20])[CH2:23][CH2:22]1. The yield is 0.490. (7) The reactants are [C:1]([O:5][C:6]([N:8]([CH2:14][C:15]1[CH:16]=[C:17]([CH:22]=[CH:23][C:24]=1[N+:25]([O-])=O)[C:18]([O:20][CH3:21])=[O:19])[CH2:9][C:10]([O:12][CH3:13])=[O:11])=[O:7])([CH3:4])([CH3:3])[CH3:2]. The catalyst is [Pd].CO. The product is [NH2:25][C:24]1[CH:23]=[CH:22][C:17]([C:18]([O:20][CH3:21])=[O:19])=[CH:16][C:15]=1[CH2:14][N:8]([C:6]([O:5][C:1]([CH3:4])([CH3:3])[CH3:2])=[O:7])[CH2:9][C:10]([O:12][CH3:13])=[O:11]. The yield is 0.740.